From a dataset of Catalyst prediction with 721,799 reactions and 888 catalyst types from USPTO. Predict which catalyst facilitates the given reaction. Reactant: [CH3:1][C:2]1[N:3]([C:7]2[CH:12]=[CH:11][C:10]([NH:13][C:14]3[N:15]=[C:16](OS(C(F)(F)F)(=O)=O)[C:17]4[CH2:23][N:22]([C:24]([O:26][C:27]([CH3:30])([CH3:29])[CH3:28])=[O:25])[CH2:21][CH2:20][C:18]=4[N:19]=3)=[CH:9][CH:8]=2)[CH:4]=[CH:5][N:6]=1.[CH:39]1([NH:42][CH2:43][CH2:44][C:45]#[N:46])[CH2:41][CH2:40]1. Product: [C:45]([CH2:44][CH2:43][N:42]([CH:39]1[CH2:41][CH2:40]1)[C:16]1[C:17]2[CH2:23][N:22]([C:24]([O:26][C:27]([CH3:29])([CH3:30])[CH3:28])=[O:25])[CH2:21][CH2:20][C:18]=2[N:19]=[C:14]([NH:13][C:10]2[CH:11]=[CH:12][C:7]([N:3]3[CH:4]=[CH:5][N:6]=[C:2]3[CH3:1])=[CH:8][CH:9]=2)[N:15]=1)#[N:46]. The catalyst class is: 3.